Task: Predict the reactants needed to synthesize the given product.. Dataset: Retrosynthesis with 50K atom-mapped reactions and 10 reaction types from USPTO (1) The reactants are: C[C@]1(CN=[N+]=[N-])COc2cccc(-c3ccccc3Cl)c2O1. Given the product C[C@]1(CN)COc2cccc(-c3ccccc3Cl)c2O1, predict the reactants needed to synthesize it. (2) Given the product CS(=O)(=O)Nc1ccc(N2CCN(c3cc([N+](=O)[O-])ccn3)CC2)cc1, predict the reactants needed to synthesize it. The reactants are: CS(=O)(=O)Nc1ccc(N2CCNCC2)cc1.O=[N+]([O-])c1ccnc(Cl)c1.